This data is from Reaction yield outcomes from USPTO patents with 853,638 reactions. The task is: Predict the reaction yield, written as a fraction of the theoretical maximum amount of product (1.0 means a 100% yield; for example, 0.34 means a 34% yield). (1) No catalyst specified. The product is [CH3:36][C:22]1[N:21]=[C:20]([C:18]2[CH:17]=[CH:16][N:15]=[C:14]([C:11]3[S:10][C:9]([S:6]([NH2:5])(=[O:7])=[O:8])=[CH:13][CH:12]=3)[N:19]=2)[CH:25]=[C:24]([C:26]2[CH:31]=[CH:30][C:29]([C:32]([F:35])([F:33])[F:34])=[CH:28][CH:27]=2)[CH:23]=1. The reactants are C([NH:5][S:6]([C:9]1[S:10][C:11]([C:14]2[N:19]=[C:18]([C:20]3[CH:25]=[C:24]([C:26]4[CH:31]=[CH:30][C:29]([C:32]([F:35])([F:34])[F:33])=[CH:28][CH:27]=4)[CH:23]=[C:22]([CH3:36])[N:21]=3)[CH:17]=[CH:16][N:15]=2)=[CH:12][CH:13]=1)(=[O:8])=[O:7])(C)(C)C.C(O)(C(F)(F)F)=O. The yield is 0.890. (2) The reactants are [Cl:1][C:2]1[CH:3]=[C:4]2[C:9](=[CH:10][CH:11]=1)[N:8]=[CH:7][C:6]([N+:12]([O-:14])=[O:13])=[C:5]2O.C(N(CC)C(C)C)(C)C.O=P(Cl)(Cl)[Cl:27]. The catalyst is C(#N)C. The product is [Cl:27][C:5]1[C:4]2[C:9](=[CH:10][CH:11]=[C:2]([Cl:1])[CH:3]=2)[N:8]=[CH:7][C:6]=1[N+:12]([O-:14])=[O:13]. The yield is 0.770. (3) The reactants are [NH2:1][C@H:2]1[CH2:7][CH2:6][CH2:5][CH2:4][C@H:3]1[NH:8][C:9]1[CH:18]=[C:17]([C:19]#[N:20])[C:12](C(OC)=O)=[C:11]([NH:21][C:22]2[CH:27]=[CH:26][CH:25]=[C:24]([S:28]([CH3:31])(=[O:30])=[O:29])[CH:23]=2)[N:10]=1.[CH3:32][OH:33]. The catalyst is [Pd].Cl. The product is [NH2:1][C@H:2]1[CH2:7][CH2:6][CH2:5][CH2:4][C@H:3]1[NH:8][C:9]1[N:10]=[C:11]([NH:21][C:22]2[CH:27]=[CH:26][CH:25]=[C:24]([S:28]([CH3:31])(=[O:30])=[O:29])[CH:23]=2)[C:12]2[C:32](=[O:33])[NH:20][CH2:19][C:17]=2[CH:18]=1. The yield is 0.340. (4) The reactants are [F:1][C:2]1[CH:7]=[CH:6][C:5](OC)=[CH:4][C:3]=1B(O)O.C1(C)C=CC=CC=1.[Br:20][C:21]1[CH:26]=[CH:25][CH:24]=[C:23](I)[CH:22]=1.[C:28]([O-:31])([O-])=O.[Na+].[Na+]. The catalyst is C1C=CC([P]([Pd]([P](C2C=CC=CC=2)(C2C=CC=CC=2)C2C=CC=CC=2)([P](C2C=CC=CC=2)(C2C=CC=CC=2)C2C=CC=CC=2)[P](C2C=CC=CC=2)(C2C=CC=CC=2)C2C=CC=CC=2)(C2C=CC=CC=2)C2C=CC=CC=2)=CC=1.CCO. The product is [Br:20][C:21]1[CH:22]=[C:23]([C:3]2[C:2]([F:1])=[CH:7][CH:6]=[CH:5][C:4]=2[O:31][CH3:28])[CH:24]=[CH:25][CH:26]=1. The yield is 0.830. (5) The reactants are [CH2:1]([O:8][C:9]1[C:14]2[CH:15]=[C:16]([C:18]3[N:19]=[C:20]4[N:24]([CH:25]=3)[N:23]=[C:22](Br)[S:21]4)[O:17][C:13]=2[CH:12]=[C:11]([Cl:27])[CH:10]=1)[C:2]1[CH:7]=[CH:6][CH:5]=[CH:4][CH:3]=1.C(Cl)Cl.[CH3:31][OH:32].C[O-].[Na+]. The catalyst is CCOC(C)=O. The product is [CH2:1]([O:8][C:9]1[C:14]2[CH:15]=[C:16]([C:18]3[N:19]=[C:20]4[N:24]([CH:25]=3)[N:23]=[C:22]([O:32][CH3:31])[S:21]4)[O:17][C:13]=2[CH:12]=[C:11]([Cl:27])[CH:10]=1)[C:2]1[CH:7]=[CH:6][CH:5]=[CH:4][CH:3]=1. The yield is 0.810. (6) The reactants are [Cl:1][C:2]1[CH:7]=[C:6]([Cl:8])[CH:5]=[CH:4][C:3]=1[C:9]1[C:14]([CH2:15][OH:16])=[CH:13][N:12]=[C:11]([NH:17][CH2:18][CH2:19][NH:20]C(OC(C)(C)C)=O)[N:10]=1. The catalyst is FC(F)(F)C(O)=O. The yield is 1.00. The product is [NH2:20][CH2:19][CH2:18][NH:17][C:11]1[N:10]=[C:9]([C:3]2[CH:4]=[CH:5][C:6]([Cl:8])=[CH:7][C:2]=2[Cl:1])[C:14]([CH2:15][OH:16])=[CH:13][N:12]=1. (7) The reactants are [S-:1][C:2]#[N:3].[K+].[F:5][C:6]1[CH:7]=[C:8]([CH:12]=[CH:13][CH:14]=1)[C:9](Cl)=[O:10]. The catalyst is CC(C)=O. The product is [F:5][C:6]1[CH:7]=[C:8]([CH:12]=[CH:13][CH:14]=1)[C:9]([N:3]=[C:2]=[S:1])=[O:10]. The yield is 0.379. (8) The reactants are [CH3:1][O:2][C:3](=[O:16])/[CH:4]=[CH:5]/[C:6]1[S:10][C:9]2[CH:11]=[CH:12][CH:13]=[CH:14][C:8]=2[C:7]=1[Cl:15]. The catalyst is C1COCC1.C1C=CC(P(C2C=CC=CC=2)C2C=CC=CC=2)=CC=1.C1C=CC(P(C2C=CC=CC=2)C2C=CC=CC=2)=CC=1.C1C=CC(P(C2C=CC=CC=2)C2C=CC=CC=2)=CC=1.[Cl-].[Rh]. The product is [CH3:1][O:2][C:3](=[O:16])[CH2:4][CH2:5][C:6]1[S:10][C:9]2[CH:11]=[CH:12][CH:13]=[CH:14][C:8]=2[C:7]=1[Cl:15]. The yield is 0.990.